This data is from Full USPTO retrosynthesis dataset with 1.9M reactions from patents (1976-2016). The task is: Predict the reactants needed to synthesize the given product. (1) Given the product [O:9]1[C@@:10]2([CH2:15][CH2:14][CH2:13][CH2:12][C@@H:11]2[N:16]2[C:20]([C:21]3[CH:26]=[CH:25][CH:24]=[CH:23][CH:22]=3)=[C:19]([C:27]([O:29][CH2:30][CH3:31])=[O:28])[N:18]=[CH:17]2)[CH2:2]1, predict the reactants needed to synthesize it. The reactants are: [I-].[CH3:2][S+](C)(C)=O.[H-].[Na+].[O:9]=[C:10]1[CH2:15][CH2:14][CH2:13][CH2:12][CH:11]1[N:16]1[C:20]([C:21]2[CH:26]=[CH:25][CH:24]=[CH:23][CH:22]=2)=[C:19]([C:27]([O:29][CH2:30][CH3:31])=[O:28])[N:18]=[CH:17]1. (2) Given the product [CH3:19][C:20]([S@:23]([NH:25][CH:11]([C:8]1[CH:9]=[N:10][C:5]([O:4][CH2:3][C:2]([F:18])([F:1])[C:14]([F:17])([F:16])[F:15])=[CH:6][CH:7]=1)[CH3:12])=[O:24])([CH3:22])[CH3:21], predict the reactants needed to synthesize it. The reactants are: [F:1][C:2]([F:18])([C:14]([F:17])([F:16])[F:15])[CH2:3][O:4][C:5]1[N:10]=[CH:9][C:8]([C:11](=O)[CH3:12])=[CH:7][CH:6]=1.[CH3:19][C:20]([S@:23]([NH2:25])=[O:24])([CH3:22])[CH3:21]. (3) Given the product [C:1]12([N:6]([CH3:19])[C:7]([C:8]3[CH:13]=[C:12]([B:23]([OH:24])[OH:22])[CH:11]=[N:10][C:9]=3[N:15]([CH3:17])[CH3:16])=[O:18])[CH2:5][CH:3]([CH2:4]1)[CH2:2]2, predict the reactants needed to synthesize it. The reactants are: [C:1]12([N:6]([CH3:19])[C:7](=[O:18])[C:8]3[CH:13]=[C:12](Br)[CH:11]=[N:10][C:9]=3[N:15]([CH3:17])[CH3:16])[CH2:5][CH:3]([CH2:4]1)[CH2:2]2.CC1(C)C(C)(C)[O:24][B:23](B2OC(C)(C)C(C)(C)O2)[O:22]1.C([O-])(=O)C.[K+]. (4) Given the product [Br:14][C:15]1[CH:16]=[CH:17][C:18]([C:21]2[NH:7][C:5]3[N:4]([C:8]4[CH:9]=[CH:10][CH:11]=[CH:12][CH:13]=4)[N:3]=[C:2]([CH3:1])[C:6]=3[C:23](=[O:24])[CH:22]=2)=[CH:19][CH:20]=1, predict the reactants needed to synthesize it. The reactants are: [CH3:1][C:2]1[CH:6]=[C:5]([NH2:7])[N:4]([C:8]2[CH:13]=[CH:12][CH:11]=[CH:10][CH:9]=2)[N:3]=1.[Br:14][C:15]1[CH:20]=[CH:19][C:18]([C:21](=O)[CH2:22][C:23](OCC)=[O:24])=[CH:17][CH:16]=1. (5) The reactants are: [N+:1]([C:4]1[CH:5]=[CH:6][C:7]([C:10]([OH:12])=[O:11])=[N:8][CH:9]=1)([O-:3])=[O:2].OS(O)(=O)=O.[CH3:18][CH2:19]O. Given the product [CH2:18]([O:11][C:10]([C:7]1[CH:6]=[CH:5][C:4]([N+:1]([O-:3])=[O:2])=[CH:9][N:8]=1)=[O:12])[CH3:19], predict the reactants needed to synthesize it. (6) Given the product [C:1]([Si:5]([C:23]1[CH:28]=[CH:27][CH:26]=[CH:25][CH:24]=1)([C:29]1[CH:34]=[CH:33][CH:32]=[CH:31][CH:30]=1)[O:6][CH2:7][CH2:8][CH2:9][CH2:10][O:11][NH2:12])([CH3:4])([CH3:2])[CH3:3], predict the reactants needed to synthesize it. The reactants are: [C:1]([Si:5]([C:29]1[CH:34]=[CH:33][CH:32]=[CH:31][CH:30]=1)([C:23]1[CH:28]=[CH:27][CH:26]=[CH:25][CH:24]=1)[O:6][CH2:7][CH2:8][CH2:9][CH2:10][O:11][N:12]1C(=O)C2C(=CC=CC=2)C1=O)([CH3:4])([CH3:3])[CH3:2].CNN. (7) Given the product [Cl:1][C:2]1[CH:3]=[CH:4][C:5]([C:8]2[C:9]([O:17][CH:18]3[CH2:21][CH2:20][CH2:19]3)=[N:10][CH:11]=[C:12]([CH:16]=2)[C:13]([NH:29][CH2:28][C:23]2[CH:24]=[CH:25][CH:26]=[CH:27][N:22]=2)=[O:14])=[CH:6][CH:7]=1, predict the reactants needed to synthesize it. The reactants are: [Cl:1][C:2]1[CH:7]=[CH:6][C:5]([C:8]2[C:9]([O:17][CH:18]3[CH2:21][CH2:20][CH2:19]3)=[N:10][CH:11]=[C:12]([CH:16]=2)[C:13](O)=[O:14])=[CH:4][CH:3]=1.[N:22]1[CH:27]=[CH:26][CH:25]=[CH:24][C:23]=1[CH2:28][NH2:29].